From a dataset of Forward reaction prediction with 1.9M reactions from USPTO patents (1976-2016). Predict the product of the given reaction. (1) The product is: [CH:9]([C@@:10]1([CH3:23])[O:15][CH2:14][CH2:13][N:12]([C:16]([O:18][C:19]([CH3:22])([CH3:21])[CH3:20])=[O:17])[CH2:11]1)=[O:8]. Given the reactants [Si]([O:8][CH2:9][C@@:10]1([CH3:23])[O:15][CH2:14][CH2:13][N:12]([C:16]([O:18][C:19]([CH3:22])([CH3:21])[CH3:20])=[O:17])[CH2:11]1)(C(C)(C)C)(C)C.CC(OI1(OC(C)=O)(OC(C)=O)OC(=O)C2C=CC=CC1=2)=O, predict the reaction product. (2) Given the reactants [CH3:1][C:2]1[O:6][N:5]=[C:4]([C:7]2[CH:12]=[CH:11][CH:10]=[CH:9][CH:8]=2)[C:3]=1[CH2:13][O:14][C:15]1[CH:23]=[CH:22][C:18]([C:19]([OH:21])=O)=[CH:17][N:16]=1.[CH2:24]([CH2:26][NH2:27])[OH:25], predict the reaction product. The product is: [OH:25][CH2:24][CH2:26][NH:27][C:19](=[O:21])[C:18]1[CH:22]=[CH:23][C:15]([O:14][CH2:13][C:3]2[C:4]([C:7]3[CH:8]=[CH:9][CH:10]=[CH:11][CH:12]=3)=[N:5][O:6][C:2]=2[CH3:1])=[N:16][CH:17]=1. (3) The product is: [NH2:9][C:8]1[CH:7]=[CH:6][C:5]([OH:12])=[CH:4][C:3]=1[S:2][CH3:1]. Given the reactants [CH3:1][S:2][C:3]1[CH:4]=[C:5]([OH:12])[CH:6]=[CH:7][C:8]=1[N+:9]([O-])=O.NC1C=CC(O)=CC=1F, predict the reaction product. (4) Given the reactants [NH2:1][C:2]1[C:3]([C:8]([OH:10])=[O:9])=[N:4][CH:5]=[CH:6][CH:7]=1.S(=O)(=O)(O)O.[CH3:16][CH2:17]O, predict the reaction product. The product is: [NH2:1][C:2]1[C:3]([C:8]([O:10][CH2:16][CH3:17])=[O:9])=[N:4][CH:5]=[CH:6][CH:7]=1. (5) The product is: [N+:36]([C:20]1[CH:21]=[C:22]([C@H:25]2[CH2:30][CH2:29][C@H:28]([CH2:31][C:32]([O:34][CH3:35])=[O:33])[CH2:27][CH2:26]2)[CH:23]=[CH:24][C:19]=1[NH:18][C:16]([C:15]1[O:39][C:11]([NH:10][C:3]2[CH:4]=[C:5]([F:9])[C:6]([F:8])=[CH:7][C:2]=2[F:1])=[N:14][N:13]=1)=[O:17])([O-:38])=[O:37]. Given the reactants [F:1][C:2]1[CH:7]=[C:6]([F:8])[C:5]([F:9])=[CH:4][C:3]=1[N:10]=[C:11]=S.[NH:13]([C:15](=[O:39])[C:16]([NH:18][C:19]1[CH:24]=[CH:23][C:22]([C@H:25]2[CH2:30][CH2:29][C@H:28]([CH2:31][C:32]([O:34][CH3:35])=[O:33])[CH2:27][CH2:26]2)=[CH:21][C:20]=1[N+:36]([O-:38])=[O:37])=[O:17])[NH2:14].CCN=C=NCCCN(C)C, predict the reaction product.